From a dataset of Forward reaction prediction with 1.9M reactions from USPTO patents (1976-2016). Predict the product of the given reaction. (1) Given the reactants Cl.[CH2:2]=[C:3]1[CH2:8][CH2:7][NH:6][CH2:5][CH2:4]1.C(N(CC)CC)C.[C:16](O[C:16]([O:18][C:19]([CH3:22])([CH3:21])[CH3:20])=[O:17])([O:18][C:19]([CH3:22])([CH3:21])[CH3:20])=[O:17], predict the reaction product. The product is: [CH2:2]=[C:3]1[CH2:8][CH2:7][N:6]([C:16]([O:18][C:19]([CH3:22])([CH3:21])[CH3:20])=[O:17])[CH2:5][CH2:4]1. (2) Given the reactants [Cl-].[Cl-].[Cl-].[Al+3].[C:5](Cl)(=[O:7])[CH3:6].[Cl:9][C:10]1[S:11][CH:12]=[CH:13][CH:14]=1, predict the reaction product. The product is: [Cl:9][C:10]1[S:11][C:12]([C:5](=[O:7])[CH3:6])=[CH:13][CH:14]=1. (3) The product is: [N:25]1([C:17]([C:8]2[CH:7]=[C:6]([NH:5][CH2:4][C:3]3[C:2]([CH3:1])=[CH:23][CH:22]=[CH:21][C:20]=3[CH3:24])[C:14]3[N:13]=[C:12]([CH3:15])[N:11]([CH3:16])[C:10]=3[CH:9]=2)=[O:19])[CH2:27][CH2:26]1. Given the reactants [CH3:1][C:2]1[CH:23]=[CH:22][CH:21]=[C:20]([CH3:24])[C:3]=1[CH2:4][NH:5][C:6]1[C:14]2[N:13]=[C:12]([CH3:15])[N:11]([CH3:16])[C:10]=2[CH:9]=[C:8]([C:17]([OH:19])=O)[CH:7]=1.[NH:25]1[CH2:27][CH2:26]1.O, predict the reaction product. (4) Given the reactants Cl.[F:2][C:3]1[CH:14]=[C:13]2[C:6]([NH:7][CH:8]=[C:9]2[CH2:10][CH2:11][NH2:12])=[CH:5][CH:4]=1.[OH-].[Na+].O(C(O[C:28]([CH3:31])([CH3:30])[CH3:29])=O)C(O[C:28]([CH3:31])([CH3:30])[CH3:29])=O.[CH3:32][C:33]([OH:36])(C)C, predict the reaction product. The product is: [F:2][C:3]1[CH:14]=[C:13]2[C:6](=[CH:5][CH:4]=1)[NH:7][CH:8]=[C:9]2[CH2:10][CH2:11][NH:12][C:33](=[O:36])[CH2:32][C:28]([CH3:29])([CH3:30])[CH3:31]. (5) The product is: [Cl:9][C:10]1[CH:11]=[CH:12][C:13]([C:16]2[CH:17]=[CH:18][C:19]([C:22]#[C:23][C:24]3[CH:25]=[CH:26][C:27](/[CH:30]=[CH:31]/[CH2:32][N:5]4[CH2:6][CH2:7][C:2]([CH3:1])([OH:8])[CH2:3][CH2:4]4)=[CH:28][CH:29]=3)=[N:20][CH:21]=2)=[CH:14][CH:15]=1. Given the reactants [CH3:1][C:2]1([OH:8])[CH2:7][CH2:6][NH:5][CH2:4][CH2:3]1.[Cl:9][C:10]1[CH:15]=[CH:14][C:13]([C:16]2[CH:17]=[CH:18][C:19]([C:22]#[C:23][C:24]3[CH:29]=[CH:28][C:27](/[CH:30]=[CH:31]/[CH2:32]Cl)=[CH:26][CH:25]=3)=[N:20][CH:21]=2)=[CH:12][CH:11]=1, predict the reaction product. (6) The product is: [CH:1]([N:12]1[CH:9]2[CH2:10][CH2:11][CH:1]1[C:2]1[CH:3]=[C:4]([NH:13][C:14]3[N:19]=[C:18]([NH:20][C@@H:21]4[CH2:26][CH2:25][CH2:24][CH2:23][C@H:22]4[NH:27][S:28]([CH3:31])(=[O:30])=[O:29])[C:17]([Cl:32])=[CH:16][N:15]=3)[CH:5]=[CH:6][C:7]=1[CH2:8]2)([CH2:2][CH3:7])[CH3:11]. Given the reactants [CH:1]12[NH:12][CH:9]([CH2:10][CH2:11]1)[CH2:8][C:7]1[CH:6]=[CH:5][C:4]([NH:13][C:14]3[N:19]=[C:18]([NH:20][C@@H:21]4[CH2:26][CH2:25][CH2:24][CH2:23][C@H:22]4[NH:27][S:28]([CH3:31])(=[O:30])=[O:29])[C:17]([Cl:32])=[CH:16][N:15]=3)=[CH:3][C:2]2=1, predict the reaction product. (7) Given the reactants [NH:1]1[CH2:5][CH2:4][CH2:3][C@H:2]1[C:6]([OH:8])=[O:7].O.C([O-])([O-])=O.[Na+].[Na+].[CH:16]1[CH:21]=[CH:20][C:19]([CH2:22][O:23][C:24](Cl)=[O:25])=[CH:18][CH:17]=1, predict the reaction product. The product is: [CH2:22]([O:23][C:24]([N:1]1[CH2:5][CH2:4][CH2:3][C@H:2]1[C:6]([OH:8])=[O:7])=[O:25])[C:19]1[CH:20]=[CH:21][CH:16]=[CH:17][CH:18]=1.